Dataset: Reaction yield outcomes from USPTO patents with 853,638 reactions. Task: Predict the reaction yield, written as a fraction of the theoretical maximum amount of product (1.0 means a 100% yield; for example, 0.34 means a 34% yield). (1) The reactants are [Cl:1][C:2]1[C:3]([OH:13])=[C:4]([S:9](Cl)(=[O:11])=[O:10])[CH:5]=[C:6]([Cl:8])[CH:7]=1.[NH2:14][CH2:15][C:16]1[CH:17]=[C:18]([CH:41]=[C:42]([O:44][C:45]2[CH:50]=[CH:49][C:48]([F:51])=[CH:47][CH:46]=2)[CH:43]=1)[CH2:19][N:20]([CH2:33][C:34]1[CH:39]=[CH:38][C:37]([F:40])=[CH:36][CH:35]=1)[S:21]([C:24]1[CH:29]=[C:28]([Cl:30])[CH:27]=[C:26]([Cl:31])[C:25]=1[OH:32])(=[O:23])=[O:22].CCN(CC)CC. The catalyst is C(Cl)Cl. The product is [Cl:31][C:26]1[C:25]([OH:32])=[C:24]([S:21]([N:20]([CH2:19][C:18]2[CH:41]=[C:42]([O:44][C:45]3[CH:46]=[CH:47][C:48]([F:51])=[CH:49][CH:50]=3)[CH:43]=[C:16]([CH2:15][NH:14][S:9]([C:4]3[CH:5]=[C:6]([Cl:8])[CH:7]=[C:2]([Cl:1])[C:3]=3[OH:13])(=[O:10])=[O:11])[CH:17]=2)[CH2:33][C:34]2[CH:35]=[CH:36][C:37]([F:40])=[CH:38][CH:39]=2)(=[O:23])=[O:22])[CH:29]=[C:28]([Cl:30])[CH:27]=1. The yield is 0.850. (2) The reactants are C[O:2][C:3](=[O:25])[C:4]1[CH:9]=[CH:8][C:7]([O:10][CH2:11][C:12]2[C:13]([C:18]3[CH:23]=[CH:22][CH:21]=[C:20]([Cl:24])[CH:19]=3)=[N:14][O:15][C:16]=2[CH3:17])=[N:6][CH:5]=1.COC(=O)C1C=CC(OCC2C(C3C=CC=C(F)C=3)=NOC=2C)=NC=1. No catalyst specified. The product is [Cl:24][C:20]1[CH:19]=[C:18]([C:13]2[C:12]([CH2:11][O:10][C:7]3[CH:8]=[CH:9][C:4]([C:3]([OH:25])=[O:2])=[CH:5][N:6]=3)=[C:16]([CH3:17])[O:15][N:14]=2)[CH:23]=[CH:22][CH:21]=1. The yield is 0.840. (3) The reactants are [O:1]1[C@H:8]([CH2:9][OH:10])[C@@H:6]([OH:7])[C@H:4]([OH:5])[CH:3]=[CH:2]1.CCCC[Sn](O[Sn](CCCC)(CCCC)CCCC)(CCCC)CCCC.C(#N)C.[I:41]I. The catalyst is CCOC(C)=O.C1(C)C=CC=CC=1.CC(C)=O. The product is [I:41][C@@H:3]1[C@@H:4]([OH:5])[C@H:6]([OH:7])[C@H:8]2[CH2:9][O:10][C@@H:2]1[O:1]2. The yield is 1.00.